The task is: Regression. Given two drug SMILES strings and cell line genomic features, predict the synergy score measuring deviation from expected non-interaction effect.. This data is from NCI-60 drug combinations with 297,098 pairs across 59 cell lines. (1) Drug 1: C1=CC(=CC=C1CC(C(=O)O)N)N(CCCl)CCCl.Cl. Drug 2: C1=CC=C(C=C1)NC(=O)CCCCCCC(=O)NO. Cell line: OVCAR-8. Synergy scores: CSS=32.6, Synergy_ZIP=-7.81, Synergy_Bliss=0.781, Synergy_Loewe=-9.66, Synergy_HSA=0.979. (2) Drug 1: C1CC(=O)NC(=O)C1N2CC3=C(C2=O)C=CC=C3N. Drug 2: CC1=C2C(C(=O)C3(C(CC4C(C3C(C(C2(C)C)(CC1OC(=O)C(C(C5=CC=CC=C5)NC(=O)C6=CC=CC=C6)O)O)OC(=O)C7=CC=CC=C7)(CO4)OC(=O)C)O)C)OC(=O)C. Cell line: UACC-257. Synergy scores: CSS=6.14, Synergy_ZIP=-10.1, Synergy_Bliss=-2.56, Synergy_Loewe=-25.4, Synergy_HSA=-2.53.